From a dataset of hERG potassium channel inhibition data for cardiac toxicity prediction from Karim et al.. Regression/Classification. Given a drug SMILES string, predict its toxicity properties. Task type varies by dataset: regression for continuous values (e.g., LD50, hERG inhibition percentage) or binary classification for toxic/non-toxic outcomes (e.g., AMES mutagenicity, cardiotoxicity, hepatotoxicity). Dataset: herg_karim. The compound is O=C(N1CCOCC1)N1CCc2nc(-c3ccc(OC4CC(N5CCCCC5)C4)cc3)sc2C1. The result is 1 (blocker).